From a dataset of NCI-60 drug combinations with 297,098 pairs across 59 cell lines. Regression. Given two drug SMILES strings and cell line genomic features, predict the synergy score measuring deviation from expected non-interaction effect. (1) Drug 1: C1=CC(=CC=C1C#N)C(C2=CC=C(C=C2)C#N)N3C=NC=N3. Drug 2: CC1CCC2CC(C(=CC=CC=CC(CC(C(=O)C(C(C(=CC(C(=O)CC(OC(=O)C3CCCCN3C(=O)C(=O)C1(O2)O)C(C)CC4CCC(C(C4)OC)OCCO)C)C)O)OC)C)C)C)OC. Cell line: UACC62. Synergy scores: CSS=1.13, Synergy_ZIP=2.23, Synergy_Bliss=5.19, Synergy_Loewe=-3.00, Synergy_HSA=-2.16. (2) Drug 1: CC(C)(C#N)C1=CC(=CC(=C1)CN2C=NC=N2)C(C)(C)C#N. Drug 2: CC1CCC2CC(C(=CC=CC=CC(CC(C(=O)C(C(C(=CC(C(=O)CC(OC(=O)C3CCCCN3C(=O)C(=O)C1(O2)O)C(C)CC4CCC(C(C4)OC)O)C)C)O)OC)C)C)C)OC. Cell line: HT29. Synergy scores: CSS=26.4, Synergy_ZIP=-6.47, Synergy_Bliss=2.64, Synergy_Loewe=-19.0, Synergy_HSA=3.89. (3) Drug 1: COC1=C(C=C2C(=C1)N=CN=C2NC3=CC(=C(C=C3)F)Cl)OCCCN4CCOCC4. Drug 2: CC(CN1CC(=O)NC(=O)C1)N2CC(=O)NC(=O)C2. Cell line: SK-MEL-2. Synergy scores: CSS=31.1, Synergy_ZIP=2.98, Synergy_Bliss=2.42, Synergy_Loewe=-15.3, Synergy_HSA=5.54. (4) Drug 1: CN1C(=O)N2C=NC(=C2N=N1)C(=O)N. Drug 2: COC1=C2C(=CC3=C1OC=C3)C=CC(=O)O2. Cell line: NCI-H226. Synergy scores: CSS=-1.84, Synergy_ZIP=0.0201, Synergy_Bliss=-2.55, Synergy_Loewe=-1.71, Synergy_HSA=-3.13. (5) Drug 1: CC1OCC2C(O1)C(C(C(O2)OC3C4COC(=O)C4C(C5=CC6=C(C=C35)OCO6)C7=CC(=C(C(=C7)OC)O)OC)O)O. Drug 2: CC1=C(N=C(N=C1N)C(CC(=O)N)NCC(C(=O)N)N)C(=O)NC(C(C2=CN=CN2)OC3C(C(C(C(O3)CO)O)O)OC4C(C(C(C(O4)CO)O)OC(=O)N)O)C(=O)NC(C)C(C(C)C(=O)NC(C(C)O)C(=O)NCCC5=NC(=CS5)C6=NC(=CS6)C(=O)NCCC[S+](C)C)O. Cell line: A498. Synergy scores: CSS=29.4, Synergy_ZIP=-0.141, Synergy_Bliss=0.451, Synergy_Loewe=0.0155, Synergy_HSA=0.720.